From a dataset of Catalyst prediction with 721,799 reactions and 888 catalyst types from USPTO. Predict which catalyst facilitates the given reaction. (1) The catalyst class is: 8. Product: [O:30]=[C:31]1[O:37][C@H:36]([C@H:38]([CH2:40][OH:41])[OH:39])[C:34]([OH:35])=[C:32]1[OH:33].[CH2:1]([N:5]([CH3:29])[CH2:6][CH2:7][CH2:8][CH2:9][CH2:10][N:11]1[C:19]2[C:14](=[CH:15][CH:16]=[CH:17][CH:18]=2)[C:13]2[CH2:20][CH2:21][S:22][C:23]3[CH:28]=[CH:27][CH:26]=[CH:25][C:24]=3[C:12]1=2)[CH2:2][CH2:3][CH3:4]. Reactant: [CH2:1]([N:5]([CH3:29])[CH2:6][CH2:7][CH2:8][CH2:9][CH2:10][N:11]1[C:19]2[C:14](=[CH:15][CH:16]=[CH:17][CH:18]=2)[C:13]2[CH2:20][CH2:21][S:22][C:23]3[CH:28]=[CH:27][CH:26]=[CH:25][C:24]=3[C:12]1=2)[CH2:2][CH2:3][CH3:4].[O:30]=[C:31]1[O:37][C@H:36]([C@H:38]([CH2:40][OH:41])[OH:39])[C:34]([OH:35])=[C:32]1[OH:33]. (2) Reactant: [Br:1]N1C(=O)CCC1=O.[CH3:9][C:10]1[S:11][C:12]2[CH:18]=[CH:17][C:16]([O:19][CH3:20])=[CH:15][C:13]=2[N:14]=1. Product: [Br:1][CH2:9][C:10]1[S:11][C:12]2[CH:18]=[CH:17][C:16]([O:19][CH3:20])=[CH:15][C:13]=2[N:14]=1. The catalyst class is: 53.